Task: Predict the reactants needed to synthesize the given product.. Dataset: Full USPTO retrosynthesis dataset with 1.9M reactions from patents (1976-2016) (1) Given the product [CH3:24][C:25]1[O:29][N:28]=[C:27]([CH2:30][CH:31]2[CH2:36][CH2:35][N:34]([C:20](=[O:21])/[CH:19]=[CH:18]/[C:9]3[CH:10]=[CH:11][C:12]([C:14]([F:15])([F:16])[F:17])=[CH:13][C:8]=3[CH2:7][N:5]3[N:4]=[N:3][C:2]([CH3:1])=[N:6]3)[CH2:33][CH2:32]2)[N:26]=1, predict the reactants needed to synthesize it. The reactants are: [CH3:1][C:2]1[N:3]=[N:4][N:5]([CH2:7][C:8]2[CH:13]=[C:12]([C:14]([F:17])([F:16])[F:15])[CH:11]=[CH:10][C:9]=2/[CH:18]=[CH:19]/[C:20](O)=[O:21])[N:6]=1.Cl.[CH3:24][C:25]1[O:29][N:28]=[C:27]([CH2:30][CH:31]2[CH2:36][CH2:35][NH:34][CH2:33][CH2:32]2)[N:26]=1. (2) The reactants are: [CH:1]1([CH2:7][CH2:8][CH2:9][C@@H:10]([C:15]2[O:19][N:18]=[C:17]([CH:20]([CH3:22])[CH3:21])[N:16]=2)[CH2:11][C:12](O)=[O:13])[CH2:6][CH2:5][CH2:4][CH2:3][CH2:2]1.C(N1C=CN=C1)(N1C=CN=C1)=O.Cl.[NH2:36][OH:37]. Given the product [NH3:16].[CH:1]1([CH2:7][CH2:8][CH2:9][C@@H:10]([C:15]2[O:19][N:18]=[C:17]([CH:20]([CH3:22])[CH3:21])[N:16]=2)[CH2:11][C:12]([NH:36][OH:37])=[O:13])[CH2:6][CH2:5][CH2:4][CH2:3][CH2:2]1, predict the reactants needed to synthesize it. (3) Given the product [CH3:35][C:2]([CH3:1])([CH3:36])[CH2:3][C:4]1[N:9]=[C:8]([CH2:10][O:11][C:12]2[N:17]=[CH:16][N:15]=[C:14]([CH2:18][CH2:19][C:20]([O:22][CH2:23][CH3:24])=[O:21])[C:13]=2[CH3:25])[CH:7]=[CH:6][C:5]=1[C:26]1[CH:31]=[C:30]([O:32][CH3:33])[CH:29]=[CH:28][C:27]=1[F:34], predict the reactants needed to synthesize it. The reactants are: [CH3:1][C:2]([CH3:36])([CH3:35])[CH2:3][C:4]1[N:9]=[C:8]([CH2:10][O:11][C:12]2[N:17]=[CH:16][N:15]=[C:14](/[CH:18]=[CH:19]/[C:20]([O:22][CH2:23][CH3:24])=[O:21])[C:13]=2[CH3:25])[CH:7]=[CH:6][C:5]=1[C:26]1[CH:31]=[C:30]([O:32][CH3:33])[CH:29]=[CH:28][C:27]=1[F:34].